From a dataset of Full USPTO retrosynthesis dataset with 1.9M reactions from patents (1976-2016). Predict the reactants needed to synthesize the given product. (1) Given the product [Br:1][C:2]1[CH:10]=[CH:9][C:5]([C:6]([O:8][CH3:12])=[O:7])=[CH:4][C:3]=1[F:11], predict the reactants needed to synthesize it. The reactants are: [Br:1][C:2]1[CH:10]=[CH:9][C:5]([C:6]([OH:8])=[O:7])=[CH:4][C:3]=1[F:11].[C:12]1(C)C=CC=CC=1. (2) Given the product [F:1][C:2]1[C:3]([C:19]2[CH:24]=[CH:23][C:22]([O:31][CH3:30])=[CH:21][CH:20]=2)=[C:4]([C:15]([F:18])([F:17])[F:16])[CH:5]=[C:6]([NH:8][C:9]2[NH:13][N:12]=[C:11]([NH2:14])[N:10]=2)[CH:7]=1, predict the reactants needed to synthesize it. The reactants are: [F:1][C:2]1[CH:7]=[C:6]([NH:8][C:9]2[NH:13][N:12]=[C:11]([NH2:14])[N:10]=2)[CH:5]=[C:4]([C:15]([F:18])([F:17])[F:16])[C:3]=1[C:19]1[CH:24]=[CH:23][C:22](S(C)(=O)=O)=[CH:21][CH:20]=1.C[C:30]1(C)C(C)(C)OB(C2C=CC(S(C)(=O)=O)=CC=2)[O:31]1. (3) The reactants are: [Br:1][C:2]1[CH:9]=[C:8](F)[CH:7]=[CH:6][C:3]=1[CH:4]=[O:5].[CH2:11]([O:18][C:19]1[CH:20]=[C:21]([OH:25])[CH:22]=[CH:23][CH:24]=1)[C:12]1[CH:17]=[CH:16][CH:15]=[CH:14][CH:13]=1.C(=O)([O-])[O-].[K+].[K+].CN(C=O)C. Given the product [CH2:11]([O:18][C:19]1[CH:20]=[C:21]([CH:22]=[CH:23][CH:24]=1)[O:25][C:8]1[CH:7]=[CH:6][C:3]([CH:4]=[O:5])=[C:2]([Br:1])[CH:9]=1)[C:12]1[CH:13]=[CH:14][CH:15]=[CH:16][CH:17]=1, predict the reactants needed to synthesize it. (4) Given the product [Br:9][C:10]1[CH:15]=[C:14]([F:16])[C:13]([F:17])=[CH:12][C:11]=1[S:18][CH3:8], predict the reactants needed to synthesize it. The reactants are: C(=O)([O-])[O-].[K+].[K+].I[CH3:8].[Br:9][C:10]1[CH:15]=[C:14]([F:16])[C:13]([F:17])=[CH:12][C:11]=1[SH:18]. (5) Given the product [Cl:1][C:2]1[CH:3]=[CH:4][C:5]([CH2:6][N:7]2[C:15]3[C:14](=[O:16])[N:13]([CH2:17][CH2:18][CH2:19][OH:20])[C:12](=[O:27])[N:11]([CH3:28])[C:10]=3[N:9]=[C:8]2[CH2:29][CH2:30][CH2:31][OH:32])=[CH:35][CH:36]=1, predict the reactants needed to synthesize it. The reactants are: [Cl:1][C:2]1[CH:36]=[CH:35][C:5]([CH2:6][N:7]2[C:15]3[C:14](=[O:16])[N:13]([CH2:17][CH2:18][CH2:19][O:20]C4CCCCO4)[C:12](=[O:27])[N:11]([CH3:28])[C:10]=3[N:9]=[C:8]2[CH2:29][CH2:30][CH2:31][O:32]CC)=[CH:4][CH:3]=1.C(Cl)(=O)C.CN1CCC(=C2C3C(=CC=CC=3)C=CC3C2=CC=CC=3)CC1. (6) Given the product [OH:36][CH2:35][CH:27]1[CH2:28][C:29]2[C:34](=[CH:33][CH:32]=[CH:31][CH:30]=2)[N:26]1[C:23]([C:19]1[N:20]=[CH:21][N:22]=[C:17]([N:14]2[CH2:13][CH2:12][CH:11]([N:3]3[C:4]4[C:5](=[N:6][CH:7]=[CH:8][CH:9]=4)[NH:10][C:2]3=[O:1])[CH2:16][CH2:15]2)[CH:18]=1)=[O:25], predict the reactants needed to synthesize it. The reactants are: [O:1]=[C:2]1[NH:10][C:5]2=[N:6][CH:7]=[CH:8][CH:9]=[C:4]2[N:3]1[CH:11]1[CH2:16][CH2:15][N:14]([C:17]2[N:22]=[CH:21][N:20]=[C:19]([C:23]([OH:25])=O)[CH:18]=2)[CH2:13][CH2:12]1.[NH:26]1[C:34]2[C:29](=[CH:30][CH:31]=[CH:32][CH:33]=2)[CH2:28][CH:27]1[CH2:35][OH:36].CN(C(ON1N=NC2C=CC=CC1=2)=[N+](C)C)C.[B-](F)(F)(F)F. (7) Given the product [CH2:23]([C:25]1[CH:26]=[C:27]([CH2:30][CH2:31][C:32]2[CH:48]=[CH:47][N:35]3[C:36](=[O:46])[C:37]([CH:2]=[O:1])=[C:38]([N:40]4[CH2:41][CH2:42][O:43][CH2:44][CH2:45]4)[N:39]=[C:34]3[CH:33]=2)[S:28][CH:29]=1)[CH3:24], predict the reactants needed to synthesize it. The reactants are: [OH:1][C:2]1N=C2C=C(OCC3SC=C(C(C)C)N=3)C=CN2C(=O)C=1.[CH2:23]([C:25]1[CH:26]=[C:27]([CH2:30][CH2:31][C:32]2[CH:48]=[CH:47][N:35]3[C:36](=[O:46])[CH:37]=[C:38]([N:40]4[CH2:45][CH2:44][O:43][CH2:42][CH2:41]4)[N:39]=[C:34]3[CH:33]=2)[S:28][CH:29]=1)[CH3:24].